Dataset: Forward reaction prediction with 1.9M reactions from USPTO patents (1976-2016). Task: Predict the product of the given reaction. (1) Given the reactants Br[C:2]1[C:7]([CH3:8])=[CH:6][C:5]([O:9][CH2:10][CH2:11][CH2:12][S:13]([CH3:16])(=[O:15])=[O:14])=[CH:4][C:3]=1[CH3:17].CC1(C)C(C)(C)OB([C:26]2[CH:27]=[C:28]([CH2:32][OH:33])[CH:29]=[CH:30][CH:31]=2)O1.[O-]P([O-])([O-])=O.[K+].[K+].[K+], predict the reaction product. The product is: [CH3:17][C:3]1[CH:4]=[C:5]([O:9][CH2:10][CH2:11][CH2:12][S:13]([CH3:16])(=[O:15])=[O:14])[CH:6]=[C:7]([CH3:8])[C:2]=1[C:26]1[CH:31]=[CH:30][CH:29]=[C:28]([CH2:32][OH:33])[CH:27]=1. (2) The product is: [C:6]([O:5][CH2:2][CH2:18][NH:13][CH2:14][CH3:15])(=[O:12])[CH3:20]. Given the reactants Cl[C:2]([O:5][C:6](=[O:12])OC(Cl)(Cl)Cl)(Cl)Cl.[N:13]1[CH:18]=CC=[CH:15][CH:14]=1.O1CCC[CH2:20]1, predict the reaction product.